This data is from NCI-60 drug combinations with 297,098 pairs across 59 cell lines. The task is: Regression. Given two drug SMILES strings and cell line genomic features, predict the synergy score measuring deviation from expected non-interaction effect. (1) Drug 1: C1=NC2=C(N1)C(=S)N=CN2. Drug 2: C1CN(CCN1C(=O)CCBr)C(=O)CCBr. Cell line: NCI-H226. Synergy scores: CSS=21.2, Synergy_ZIP=-5.11, Synergy_Bliss=2.23, Synergy_Loewe=-20.5, Synergy_HSA=2.46. (2) Drug 2: C1=NNC2=C1C(=O)NC=N2. Synergy scores: CSS=6.66, Synergy_ZIP=-0.355, Synergy_Bliss=2.71, Synergy_Loewe=5.59, Synergy_HSA=2.41. Cell line: MDA-MB-435. Drug 1: C1=CC(=CC=C1C#N)C(C2=CC=C(C=C2)C#N)N3C=NC=N3. (3) Drug 1: C1=C(C(=O)NC(=O)N1)N(CCCl)CCCl. Drug 2: CCC1(CC2CC(C3=C(CCN(C2)C1)C4=CC=CC=C4N3)(C5=C(C=C6C(=C5)C78CCN9C7C(C=CC9)(C(C(C8N6C)(C(=O)OC)O)OC(=O)C)CC)OC)C(=O)OC)O.OS(=O)(=O)O. Cell line: DU-145. Synergy scores: CSS=65.8, Synergy_ZIP=-4.09, Synergy_Bliss=-1.45, Synergy_Loewe=-23.9, Synergy_HSA=0.137. (4) Cell line: PC-3. Drug 2: C1C(C(OC1N2C=NC3=C2NC=NCC3O)CO)O. Synergy scores: CSS=2.97, Synergy_ZIP=4.55, Synergy_Bliss=-0.825, Synergy_Loewe=0.305, Synergy_HSA=-1.10. Drug 1: COC1=C2C(=CC3=C1OC=C3)C=CC(=O)O2. (5) Drug 1: C1=NC2=C(N=C(N=C2N1C3C(C(C(O3)CO)O)F)Cl)N. Drug 2: CNC(=O)C1=NC=CC(=C1)OC2=CC=C(C=C2)NC(=O)NC3=CC(=C(C=C3)Cl)C(F)(F)F. Cell line: TK-10. Synergy scores: CSS=11.6, Synergy_ZIP=0.238, Synergy_Bliss=5.55, Synergy_Loewe=-10.6, Synergy_HSA=-1.08. (6) Drug 1: C1=C(C(=O)NC(=O)N1)N(CCCl)CCCl. Drug 2: COC1=C2C(=CC3=C1OC=C3)C=CC(=O)O2. Cell line: MALME-3M. Synergy scores: CSS=15.6, Synergy_ZIP=-2.75, Synergy_Bliss=-2.02, Synergy_Loewe=-8.37, Synergy_HSA=-3.58. (7) Synergy scores: CSS=4.53, Synergy_ZIP=2.20, Synergy_Bliss=7.95, Synergy_Loewe=1.64, Synergy_HSA=2.68. Cell line: SNB-19. Drug 1: CC(C)(C#N)C1=CC(=CC(=C1)CN2C=NC=N2)C(C)(C)C#N. Drug 2: COC1=NC(=NC2=C1N=CN2C3C(C(C(O3)CO)O)O)N.